The task is: Predict which catalyst facilitates the given reaction.. This data is from Catalyst prediction with 721,799 reactions and 888 catalyst types from USPTO. (1) Reactant: [Cl:1][C:2]1[CH:10]=[C:9]2[C:5]([CH:6]([C:12]3[CH:17]=[CH:16][CH:15]=[C:14]([O:18][CH3:19])[CH:13]=3)[C:7](=[O:11])[NH:8]2)=[CH:4][CH:3]=1.BrCC1C=C[CH:25]=[C:24]([CH2:28][F:29])C=1.[I-].[K+].[C:32](=O)([O-])[O-].[K+].[K+].[CH3:38][C:39]([CH3:41])=O. Product: [Cl:1][C:2]1[CH:10]=[C:9]2[C:5]([C:6]([CH2:38][C:39]3[CH:41]=[CH:25][CH:24]=[C:28]([F:29])[CH:32]=3)([C:12]3[CH:17]=[CH:16][CH:15]=[C:14]([O:18][CH3:19])[CH:13]=3)[C:7](=[O:11])[NH:8]2)=[CH:4][CH:3]=1. The catalyst class is: 13. (2) Reactant: [CH3:1][S:2][C:3]1[CH:4]=[C:5]([NH2:10])[C:6]([NH2:9])=[CH:7][CH:8]=1.[CH:11](O)=O.C([O-])(O)=O.[Na+]. Product: [CH3:1][S:2][C:3]1[CH:8]=[CH:7][C:6]2[N:9]=[CH:11][NH:10][C:5]=2[CH:4]=1. The catalyst class is: 33. (3) Reactant: [CH3:1][C:2]1[CH:11]=[C:10]([CH2:12][O:13][C:14]2[CH:19]=[CH:18][C:17]([S:20]([NH:23][CH:24]3[CH2:29][CH2:28][NH:27][CH2:26][CH:25]3[C:30](O)=[O:31])(=[O:22])=[O:21])=[CH:16][CH:15]=2)[C:9]2[C:4](=[CH:5][CH:6]=[CH:7][CH:8]=2)[N:3]=1.[OH:33][N:34]1C2C=CC=CC=2N=N1.Cl.CN(C)CCCN=C=NCC.NO.[CH:57](O)=[O:58]. Product: [OH:33][NH:34][C:30]([C@@H:25]1[C@H:24]([NH:23][S:20]([C:17]2[CH:18]=[CH:19][C:14]([O:13][CH2:12][C:10]3[C:9]4[C:4](=[CH:5][CH:6]=[CH:7][CH:8]=4)[N:3]=[C:2]([CH3:1])[CH:11]=3)=[CH:15][CH:16]=2)(=[O:22])=[O:21])[CH2:29][CH2:28][N:27]([CH:57]=[O:58])[CH2:26]1)=[O:31]. The catalyst class is: 3. (4) Reactant: [Cl:1][C:2]1[CH:26]=[CH:25][C:5]([CH2:6][NH:7][C:8]([C:10]2[C:19](=[O:20])[C:18]3[C:13](=[C:14]([I:23])[CH:15]=[C:16]([CH2:21]Cl)[CH:17]=3)[N:12]([CH3:24])[CH:11]=2)=[O:9])=[CH:4][CH:3]=1.C(N(CC)C(C)C)(C)C.[NH:36]1[CH2:41][CH2:40][O:39][CH2:38][CH2:37]1. Product: [Cl:1][C:2]1[CH:3]=[CH:4][C:5]([CH2:6][NH:7][C:8]([C:10]2[C:19](=[O:20])[C:18]3[C:13](=[C:14]([I:23])[CH:15]=[C:16]([CH2:21][N:36]4[CH2:41][CH2:40][O:39][CH2:38][CH2:37]4)[CH:17]=3)[N:12]([CH3:24])[CH:11]=2)=[O:9])=[CH:25][CH:26]=1. The catalyst class is: 3. (5) Reactant: [CH3:1][C:2]1[C:7]([CH:8]=O)=[CH:6][CH:5]=[C:4]([CH3:10])[N:3]=1.Cl.[CH3:12][O:13][C:14](=[O:21])[C@@H:15]([C@H:17]([CH2:19][CH3:20])[CH3:18])[NH2:16].C(N(CC)CC)C.[CH2:29]1[C:37]2[C:32](=[CH:33][CH:34]=[CH:35][CH:36]=2)[CH2:31][CH:30]1[C@@H:38]([NH:42][C:43]([O:45][CH2:46][C:47]1[CH:52]=[CH:51][CH:50]=[CH:49][CH:48]=1)=[O:44])[C:39]([OH:41])=O.[CH2:53]([O:60][C:61]1[CH:66]=[CH:65][CH:64]=[CH:63][C:62]=1[N+:67]#[C-:68])[C:54]1[CH:59]=[CH:58][CH:57]=[CH:56][CH:55]=1.C[OH:70]. Product: [CH2:31]1[C:32]2[C:37](=[CH:36][CH:35]=[CH:34][CH:33]=2)[CH2:29][CH:30]1[C@@H:38]([NH:42][C:43]([O:45][CH2:46][C:47]1[CH:48]=[CH:49][CH:50]=[CH:51][CH:52]=1)=[O:44])[C:39]([N:16]([CH:8]([C:7]1[C:2]([CH3:1])=[N:3][C:4]([CH3:10])=[CH:5][CH:6]=1)[C:68](=[O:70])[NH:67][C:62]1[CH:63]=[CH:64][CH:65]=[CH:66][C:61]=1[O:60][CH2:53][C:54]1[CH:55]=[CH:56][CH:57]=[CH:58][CH:59]=1)[C@@H:15]([C:14]([O:13][CH3:12])=[O:21])[C@H:17]([CH2:19][CH3:20])[CH3:18])=[O:41]. The catalyst class is: 836. (6) Reactant: [NH:1]1[CH2:6][CH2:5][O:4][CH2:3][CH2:2]1.CN1C(=O)CCC1.[Br:14][C:15]1[CH:16]=[N:17][CH:18]=[C:19](Br)[CH:20]=1. Product: [Br:14][C:15]1[CH:20]=[C:19]([N:1]2[CH2:6][CH2:5][O:4][CH2:3][CH2:2]2)[CH:18]=[N:17][CH:16]=1. The catalyst class is: 11. (7) Reactant: [CH2:1]([O:8][C:9](=[O:24])[C@@H:10]([C@H:10]([C:9]([O:8][CH2:1][C:2]1[CH:7]=[CH:6][CH:5]=[CH:4][CH:3]=1)=[O:24])[OH:11])[OH:11])[C:2]1[CH:7]=[CH:6][CH:5]=[CH:4][CH:3]=1.I(O)(=O)(=O)=O. Product: [CH2:1]([O:8][C:9](=[O:24])[CH:10]=[O:11])[C:2]1[CH:7]=[CH:6][CH:5]=[CH:4][CH:3]=1. The catalyst class is: 27. (8) Reactant: C(OC([N:8]1[CH2:13][CH2:12][CH:11]([NH:14]C2C=CC=CC=2Br)[CH2:10][CH2:9]1)=O)(C)(C)C.[ClH:22]. Product: [ClH:22].[ClH:22].[NH:8]1[CH2:13][CH2:12][CH:11]([NH2:14])[CH2:10][CH2:9]1. The catalyst class is: 12.